The task is: Predict the reactants needed to synthesize the given product.. This data is from Full USPTO retrosynthesis dataset with 1.9M reactions from patents (1976-2016). (1) Given the product [F:13][C:10]1[CH:11]=[CH:12][C:7]([C:6]2[N:5]([CH2:14][CH2:15][C:16](=[O:18])[CH3:17])[N:4]=[C:3]([CH3:19])[C:2]=2[C:28]2[CH:29]=[CH:30][C:31]3[O:36][CH2:35][C:34](=[O:37])[NH:33][C:32]=3[CH:38]=2)=[CH:8][CH:9]=1, predict the reactants needed to synthesize it. The reactants are: Br[C:2]1[C:3]([CH3:19])=[N:4][N:5]([CH2:14][CH2:15][C:16](=[O:18])[CH3:17])[C:6]=1[C:7]1[CH:12]=[CH:11][C:10]([F:13])=[CH:9][CH:8]=1.CC1(C)C(C)(C)OB([C:28]2[CH:29]=[CH:30][C:31]3[O:36][CH2:35][C:34](=[O:37])[NH:33][C:32]=3[CH:38]=2)O1.C(=O)([O-])[O-].[Cs+].[Cs+]. (2) Given the product [CH3:13][N:6]1[CH:5]=[C:4]([N+:1]([O-:3])=[O:2])[CH:8]=[N:7]1, predict the reactants needed to synthesize it. The reactants are: [N+:1]([C:4]1[CH:5]=[N:6][NH:7][CH:8]=1)([O-:3])=[O:2].S(OC)(O[CH3:13])(=O)=O.